This data is from Retrosynthesis with 50K atom-mapped reactions and 10 reaction types from USPTO. The task is: Predict the reactants needed to synthesize the given product. Given the product CCOC(=O)C1CN(C(=O)OC(C)(C)C)c2cc(Cl)ccc2O1, predict the reactants needed to synthesize it. The reactants are: CC(C)(C)OC(=O)OC(=O)OC(C)(C)C.CCOC(=O)C1CNc2cc(Cl)ccc2O1.